This data is from Forward reaction prediction with 1.9M reactions from USPTO patents (1976-2016). The task is: Predict the product of the given reaction. (1) Given the reactants C([N:8]1[C:13](=[O:14])[C:12]([C:15]2[CH:20]=[CH:19][C:18]([Cl:21])=[CH:17][CH:16]=2)=[C:11]([C:22]2[CH:27]=[CH:26][N:25]=[CH:24][CH:23]=2)[C:10]([O:28]CC2C=CC=CC=2)=[N:9]1)C1C=CC=CC=1.C(N1C(=O)C(C2C=CN=CC=2)=C(C2C=CC(Cl)=CC=2)C(OCC2C=CC=CC=2)=N1)C1C=CC=CC=1.[Al+3].[Cl-].[Cl-].[Cl-].O, predict the reaction product. The product is: [Cl:21][C:18]1[CH:17]=[CH:16][C:15]([C:12]2[C:13](=[O:14])[NH:8][NH:9][C:10](=[O:28])[C:11]=2[C:22]2[CH:27]=[CH:26][N:25]=[CH:24][CH:23]=2)=[CH:20][CH:19]=1. (2) The product is: [F:6][C:7]1[CH:14]=[C:13]([F:15])[C:12]([F:16])=[CH:11][C:8]=1[C:9]([CH2:18][C:19]([O:21][CH2:22][CH3:23])=[O:20])=[O:3]. Given the reactants CS(O)(=O)=[O:3].[F:6][C:7]1[CH:14]=[C:13]([F:15])[C:12]([F:16])=[CH:11][C:8]=1[C:9]#N.Br[CH2:18][C:19]([O:21][CH2:22][CH3:23])=[O:20].Cl, predict the reaction product. (3) Given the reactants C[O:2][C:3]([C:5]1[S:6][C:7]([C:10](=[O:18])[NH:11][CH2:12][CH:13](OC)OC)=[CH:8][CH:9]=1)=[O:4].O.[OH-].[Li+], predict the reaction product. The product is: [O:18]1[CH:13]=[CH:12][N:11]=[C:10]1[C:7]1[S:6][C:5]([C:3]([OH:2])=[O:4])=[CH:9][CH:8]=1.